The task is: Predict the reaction yield, written as a fraction of the theoretical maximum amount of product (1.0 means a 100% yield; for example, 0.34 means a 34% yield).. This data is from Reaction yield outcomes from USPTO patents with 853,638 reactions. (1) The reactants are [N:1]([C:4](=[CH:10][C:11]1[S:12][C:13]([Br:16])=[CH:14][CH:15]=1)[C:5]([O:7][CH2:8][CH3:9])=[O:6])=[N+]=[N-]. The catalyst is CC1C=CC=CC=1C. The product is [Br:16][C:13]1[S:12][C:11]2[CH:10]=[C:4]([C:5]([O:7][CH2:8][CH3:9])=[O:6])[NH:1][C:15]=2[CH:14]=1. The yield is 0.738. (2) The reactants are [C:1]([N:4]1[CH2:9][CH2:8][N:7]([CH2:10][C:11]2[CH:16]=[CH:15][C:14]([OH:17])=[CH:13][CH:12]=2)[CH2:6][CH2:5]1)(=[O:3])[CH3:2].CS(O[CH:23]1[CH2:26][N:25]([C:27]([O:29][C:30]([CH3:33])([CH3:32])[CH3:31])=[O:28])[CH2:24]1)(=O)=O.C([O-])([O-])=O.[Cs+].[Cs+].CN(C=O)C. The yield is 0.680. The catalyst is O. The product is [C:1]([N:4]1[CH2:9][CH2:8][N:7]([CH2:10][C:11]2[CH:16]=[CH:15][C:14]([O:17][CH:23]3[CH2:24][N:25]([C:27]([O:29][C:30]([CH3:33])([CH3:32])[CH3:31])=[O:28])[CH2:26]3)=[CH:13][CH:12]=2)[CH2:6][CH2:5]1)(=[O:3])[CH3:2]. (3) The reactants are [C:1]([C:5]1[CH:10]=[C:9]([CH3:11])[C:8]([S:12](Cl)(=[O:14])=[O:13])=[C:7]([CH3:16])[CH:6]=1)([CH3:4])([CH3:3])[CH3:2].[CH3:17][C:18]1[C:24]([C:25]([F:28])([F:27])[F:26])=[CH:23][C:22]([C:29]([F:32])([F:31])[F:30])=[CH:21][C:19]=1[NH2:20]. The yield is 0.280. The product is [C:1]([C:5]1[CH:10]=[C:9]([CH3:11])[C:8]([S:12]([NH:20][C:19]2[CH:21]=[C:22]([C:29]([F:30])([F:31])[F:32])[CH:23]=[C:24]([C:25]([F:26])([F:27])[F:28])[C:18]=2[CH3:17])(=[O:14])=[O:13])=[C:7]([CH3:16])[CH:6]=1)([CH3:4])([CH3:3])[CH3:2]. The catalyst is N1C=CC=CC=1. (4) The reactants are CON(C)[C:4](=[O:28])[CH2:5][CH2:6][CH2:7][S:8][C:9]([C:22]1[CH:27]=[CH:26][CH:25]=[CH:24][CH:23]=1)([C:16]1[CH:21]=[CH:20][CH:19]=[CH:18][CH:17]=1)[C:10]1[CH:15]=[CH:14][CH:13]=[CH:12][CH:11]=1.[Cl:30][C:31]1[CH:32]=[C:33]([Mg]Br)[CH:34]=[CH:35][CH:36]=1. The catalyst is C1COCC1. The product is [Cl:30][C:31]1[CH:36]=[C:35]([C:4](=[O:28])[CH2:5][CH2:6][CH2:7][S:8][C:9]([C:22]2[CH:23]=[CH:24][CH:25]=[CH:26][CH:27]=2)([C:16]2[CH:21]=[CH:20][CH:19]=[CH:18][CH:17]=2)[C:10]2[CH:15]=[CH:14][CH:13]=[CH:12][CH:11]=2)[CH:34]=[CH:33][CH:32]=1. The yield is 0.800. (5) The reactants are [NH2:1][N:2]1[CH:6]=[CH:5][C:4]([C:7]2[CH:12]=[CH:11][CH:10]=[CH:9][CH:8]=2)=[C:3]1[C:13]([O:15][CH3:16])=[O:14].[C:17]([NH:21][S:22]([C:25]1[S:26][CH:27]=[C:28](C(O)=O)[N:29]=1)(=[O:24])=[O:23])([CH3:20])([CH3:19])[CH3:18].CN([C:36]([O:40]N1N=NC2C=CC=NC1=2)=[N+](C)C)C.F[P-](F)(F)(F)(F)F.CCN(C(C)C)C(C)C. The catalyst is CN(C=O)C.O. The product is [C:17]([NH:21][S:22]([C:25]1[S:26][C:27]([C:36]([NH:1][N:2]2[CH:6]=[CH:5][C:4]([C:7]3[CH:12]=[CH:11][CH:10]=[CH:9][CH:8]=3)=[C:3]2[C:13]([O:15][CH3:16])=[O:14])=[O:40])=[CH:28][N:29]=1)(=[O:23])=[O:24])([CH3:18])([CH3:19])[CH3:20]. The yield is 0.292. (6) The reactants are [CH2:1]([O:8][C:9]1[CH:17]=[CH:16][CH:15]=[CH:14][C:10]=1[C:11]([OH:13])=O)[C:2]1[CH:7]=[CH:6][CH:5]=[CH:4][CH:3]=1.C(Cl)(=O)C(Cl)=O.[Cl:24][C:25]1[C:30]([NH2:31])=[CH:29][CH:28]=[C:27]([C:32]([F:35])([F:34])[F:33])[N:26]=1.C(N(CC)CC)C. The catalyst is C1COCC1.CN(C=O)C.C1(C)C=CC=CC=1. The product is [CH2:1]([O:8][C:9]1[CH:17]=[CH:16][CH:15]=[CH:14][C:10]=1[C:11]([NH:31][C:30]1[C:25]([Cl:24])=[N:26][C:27]([C:32]([F:34])([F:33])[F:35])=[CH:28][CH:29]=1)=[O:13])[C:2]1[CH:3]=[CH:4][CH:5]=[CH:6][CH:7]=1. The yield is 0.730. (7) The reactants are [F:1][C:2]1[CH:3]=[C:4]([NH:27][C:28](=[O:39])[CH2:29][C:30]([NH:32][C:33]2[CH:38]=[CH:37][CH:36]=[CH:35][CH:34]=2)=[O:31])[CH:5]=[CH:6][C:7]=1[O:8][C:9]1[CH:14]=[CH:13][N:12]=[C:11]2[CH:15]=[C:16]([C:18]3[N:19]=[CH:20][N:21]([CH2:23][CH2:24][O:25]C)[CH:22]=3)[S:17][C:10]=12.B(Br)(Br)Br. The catalyst is C(Cl)Cl. The product is [F:1][C:2]1[CH:3]=[C:4]([NH:27][C:28](=[O:39])[CH2:29][C:30]([NH:32][C:33]2[CH:38]=[CH:37][CH:36]=[CH:35][CH:34]=2)=[O:31])[CH:5]=[CH:6][C:7]=1[O:8][C:9]1[CH:14]=[CH:13][N:12]=[C:11]2[CH:15]=[C:16]([C:18]3[N:19]=[CH:20][N:21]([CH2:23][CH2:24][OH:25])[CH:22]=3)[S:17][C:10]=12. The yield is 0.270. (8) The reactants are Br[C:2]1[CH:11]=[C:10]2[C:5]([CH:6]=[C:7]([NH:39][C:40](=[O:49])[O:41][CH2:42][C:43]3[CH:48]=[CH:47][CH:46]=[CH:45][CH:44]=3)[C:8]([C:12]([NH:14][C:15]3[CH:16]=[N:17][CH:18]=[CH:19][C:20]=3[N:21]3[CH2:26][C@H:25]([C:27]([F:30])([F:29])[F:28])[CH2:24][C@H:23]([NH:31][C:32]([O:34][C:35]([CH3:38])([CH3:37])[CH3:36])=[O:33])[CH2:22]3)=[O:13])=[N:9]2)=[CH:4][CH:3]=1.[O-]P([O-])([O-])=O.[K+].[K+].[K+].O1CCOCC1.CC1(C)C(C)(C)OB([C:72]2[CH2:73][CH2:74][O:75][CH2:76][CH:77]=2)O1. The catalyst is C1(P(C2CCCCC2)C2C=CC=CC=2C2C(C(C)C)=CC(C(C)C)=CC=2C(C)C)CCCCC1.NC1C=CC=CC=1C1C=CC=CC=1[Pd]Cl.O. The product is [CH2:42]([O:41][C:40](=[O:49])[NH:39][C:7]1[C:8]([C:12]([NH:14][C:15]2[CH:16]=[N:17][CH:18]=[CH:19][C:20]=2[N:21]2[CH2:26][C@H:25]([C:27]([F:30])([F:29])[F:28])[CH2:24][C@H:23]([NH:31][C:32]([O:34][C:35]([CH3:36])([CH3:38])[CH3:37])=[O:33])[CH2:22]2)=[O:13])=[N:9][C:10]2[C:5]([CH:6]=1)=[CH:4][CH:3]=[C:2]([C:72]1[CH2:77][CH2:76][O:75][CH2:74][CH:73]=1)[CH:11]=2)[C:43]1[CH:44]=[CH:45][CH:46]=[CH:47][CH:48]=1. The yield is 0.500.